This data is from Reaction yield outcomes from USPTO patents with 853,638 reactions. The task is: Predict the reaction yield, written as a fraction of the theoretical maximum amount of product (1.0 means a 100% yield; for example, 0.34 means a 34% yield). (1) The reactants are [CH2:1]([N:3]1[C:7]([CH3:8])=[C:6]([CH:9]=[O:10])[N:5]=[CH:4]1)[CH3:2].[BH4-].[Na+].O. The catalyst is CO. The product is [CH2:1]([N:3]1[C:7]([CH3:8])=[C:6]([CH2:9][OH:10])[N:5]=[CH:4]1)[CH3:2]. The yield is 0.490. (2) The product is [Br:1][C:2]1[C:6]2[N:7]=[CH:8][N:9]=[C:10]([NH2:12])[C:5]=2[S:4][CH:3]=1. The catalyst is C(O)(C)C. The yield is 0.830. The reactants are [Br:1][C:2]1[C:6]2[N:7]=[CH:8][N:9]=[C:10](Cl)[C:5]=2[S:4][CH:3]=1.[NH3:12]. (3) The reactants are [Cl:1][C:2]1[CH:7]=[C:6]([N:8]([CH3:10])[CH3:9])[C:5]([F:11])=[CH:4][C:3]=1[C:12]1[CH:17]=[CH:16][N:15]=[C:14](OS(C(F)(F)F)(=O)=O)[C:13]=1[N+:26]([O-:28])=[O:27].Cl.[CH:30]1([CH:33]([NH2:36])[CH2:34][CH3:35])[CH2:32][CH2:31]1. No catalyst specified. The product is [Cl:1][C:2]1[CH:7]=[C:6]([N:8]([CH3:10])[CH3:9])[C:5]([F:11])=[CH:4][C:3]=1[C:12]1[CH:17]=[CH:16][N:15]=[C:14]([NH:36][CH:33]([CH:30]2[CH2:32][CH2:31]2)[CH2:34][CH3:35])[C:13]=1[N+:26]([O-:28])=[O:27]. The yield is 0.430. (4) The reactants are C1C(=O)N([I:8])C(=O)C1.[CH3:9][O:10][C:11]([C:13]1[CH:18]=[CH:17][N:16]2[CH:19]=[CH:20][N:21]=[C:15]2[CH:14]=1)=[O:12]. The catalyst is C(#N)C. The product is [CH3:9][O:10][C:11]([C:13]1[CH:18]=[CH:17][N:16]2[C:19]([I:8])=[CH:20][N:21]=[C:15]2[CH:14]=1)=[O:12]. The yield is 0.880. (5) The reactants are [C:1]([O:5][C:6](=[O:35])[NH:7][C:8]([C:10]1[S:11][C:12]([S:33][CH3:34])=[C:13]([S:15]([C:18]2[CH:19]=[C:20]([C:24]3[CH:29]=[C:28]([CH2:30][OH:31])[CH:27]=[CH:26][C:25]=3[CH3:32])[CH:21]=[CH:22][CH:23]=2)(=[O:17])=[O:16])[CH:14]=1)=[NH:9])([CH3:4])([CH3:3])[CH3:2].C(N(CC)CC)C.C(O)(C)C.CCOC(C)=O. The catalyst is CS(C)=O.C(Cl)Cl. The product is [C:1]([O:5][C:6](=[O:35])[NH:7][C:8]([C:10]1[S:11][C:12]([S:33][CH3:34])=[C:13]([S:15]([C:18]2[CH:19]=[C:20]([C:24]3[CH:29]=[C:28]([CH:30]=[O:31])[CH:27]=[CH:26][C:25]=3[CH3:32])[CH:21]=[CH:22][CH:23]=2)(=[O:17])=[O:16])[CH:14]=1)=[NH:9])([CH3:4])([CH3:3])[CH3:2]. The yield is 0.870. (6) The reactants are C(NC(C)C)(C)C.C([Li])CCC.[CH3:13][N:14]1[C:18]([S:19][CH3:20])=[CH:17][C:16]([CH2:21][C:22]([O:24][CH3:25])=[O:23])=[N:15]1.I[CH2:27][CH:28]1[CH2:33][CH2:32][O:31][CH2:30][CH2:29]1.C(O)(=O)CC(CC(O)=O)(C(O)=O)O. The catalyst is O1CCCC1.CCCCCC. The product is [CH3:13][N:14]1[C:18]([S:19][CH3:20])=[CH:17][C:16]([CH:21]([CH2:27][CH:28]2[CH2:33][CH2:32][O:31][CH2:30][CH2:29]2)[C:22]([O:24][CH3:25])=[O:23])=[N:15]1. The yield is 0.370. (7) The reactants are [Cl:1][C:2]1[CH:15]=[CH:14][C:5]2[N:6]([CH2:12][CH3:13])C(=O)[O:8][C:9](=[O:10])[C:4]=2[CH:3]=1.Cl. The catalyst is [OH-].[K+]. The product is [Cl:1][C:2]1[CH:15]=[CH:14][C:5]([NH:6][CH2:12][CH3:13])=[C:4]([CH:3]=1)[C:9]([OH:10])=[O:8]. The yield is 0.710. (8) The reactants are C[O:2][C:3](=[O:33])[C:4]1[CH:9]=[CH:8][C:7]([C:10]2[C:19]3[C:14](=[CH:15][CH:16]=[CH:17][CH:18]=3)[C:13]([CH2:20][C@@H:21]3[CH2:25][CH2:24][N:23]([CH:26]4[CH2:31][CH2:30][CH2:29][CH2:28][CH2:27]4)[C:22]3=[O:32])=[CH:12][CH:11]=2)=[CH:6][CH:5]=1. The catalyst is CO.[OH-].[Na+]. The product is [CH:26]1([N:23]2[CH2:24][CH2:25][C@@H:21]([CH2:20][C:13]3[C:14]4[C:19](=[CH:18][CH:17]=[CH:16][CH:15]=4)[C:10]([C:7]4[CH:8]=[CH:9][C:4]([C:3]([OH:33])=[O:2])=[CH:5][CH:6]=4)=[CH:11][CH:12]=3)[C:22]2=[O:32])[CH2:27][CH2:28][CH2:29][CH2:30][CH2:31]1. The yield is 1.00. (9) The reactants are Cl[C:2]1[O:3][C:4]([C:7]2[CH:12]=[CH:11][C:10]([C:13]([F:16])([F:15])[F:14])=[CH:9][CH:8]=2)=[CH:5][N:6]=1.[NH2:17][C:18]1[CH:19]=[C:20]([OH:24])[CH:21]=[CH:22][CH:23]=1. The catalyst is CC(O)C. The product is [F:14][C:13]([F:16])([F:15])[C:10]1[CH:11]=[CH:12][C:7]([C:4]2[O:3][C:2]([NH:17][C:18]3[CH:19]=[C:20]([OH:24])[CH:21]=[CH:22][CH:23]=3)=[N:6][CH:5]=2)=[CH:8][CH:9]=1. The yield is 0.400.